From a dataset of Catalyst prediction with 721,799 reactions and 888 catalyst types from USPTO. Predict which catalyst facilitates the given reaction. (1) The catalyst class is: 708. Product: [SH:10][C:6]1[CH:5]=[C:4]([CH:9]=[CH:8][CH:7]=1)[C:3]([N:2]([CH3:24])[CH3:1])=[O:23]. Reactant: [CH3:1][N:2]([CH3:24])[C:3](=[O:23])[C:4]1[CH:9]=[CH:8][CH:7]=[C:6]([S:10][S:10][C:6]2[CH:5]=[C:4]([CH:9]=[CH:8][CH:7]=2)[C:3]([N:2]([CH3:24])[CH3:1])=[O:23])[CH:5]=1.Cl.C1(P(C2C=CC=CC=2)C2C=CC=CC=2)C=CC=CC=1. (2) Reactant: [NH2:1][C:2]1[CH:7]=[CH:6][CH:5]=[CH:4][C:3]=1[NH:8][CH2:9][CH:10]1[CH2:14][CH2:13][CH2:12][N:11]1[C:15]([O:17][C:18]([CH3:21])([CH3:20])[CH3:19])=[O:16].[N:22]#[C:23]Br.[OH-].[Na+]. Product: [NH:22]=[C:23]1[N:8]([CH2:9][CH:10]2[CH2:14][CH2:13][CH2:12][N:11]2[C:15]([O:17][C:18]([CH3:21])([CH3:20])[CH3:19])=[O:16])[C:3]2[CH:4]=[CH:5][CH:6]=[CH:7][C:2]=2[NH:1]1. The catalyst class is: 8. (3) Reactant: [CH3:1][O:2][C:3]1[C:4]([N:10](COCCOC)[S:11]([C:14]2[S:15][C:16]([CH3:43])=[CH:17][C:18]=2[C:19]2[CH:24]=[CH:23][C:22]([CH2:25][N:26]3[C:35]4[C:30](=[C:31]([CH3:37])[N:32]=[C:33]([CH3:36])[CH:34]=4)[C:29]([CH3:38])=[CH:28][C:27]3=[O:39])=[CH:21][C:20]=2[CH2:40][O:41][CH3:42])(=[O:13])=[O:12])=[N:5][O:6][C:7]=1[O:8][CH3:9].C(O)C.Cl.C(=O)(O)[O-].[Na+]. Product: [CH3:1][O:2][C:3]1[C:4]([NH:10][S:11]([C:14]2[S:15][C:16]([CH3:43])=[CH:17][C:18]=2[C:19]2[CH:24]=[CH:23][C:22]([CH2:25][N:26]3[C:35]4[C:30](=[C:31]([CH3:37])[N:32]=[C:33]([CH3:36])[CH:34]=4)[C:29]([CH3:38])=[CH:28][C:27]3=[O:39])=[CH:21][C:20]=2[CH2:40][O:41][CH3:42])(=[O:13])=[O:12])=[N:5][O:6][C:7]=1[O:8][CH3:9]. The catalyst class is: 6.